This data is from Full USPTO retrosynthesis dataset with 1.9M reactions from patents (1976-2016). The task is: Predict the reactants needed to synthesize the given product. (1) Given the product [CH3:27][O:26][C:23]1[CH:22]=[CH:21][C:20]([CH2:19][CH2:18][NH:17][C:5]2[CH:6]=[C:7]([C:9]3[CH:16]=[CH:15][CH:14]=[C:11]([C:12]4[NH:34][N:33]=[N:32][N:13]=4)[CH:10]=3)[N:8]=[C:3]([O:2][CH3:1])[N:4]=2)=[CH:25][CH:24]=1, predict the reactants needed to synthesize it. The reactants are: [CH3:1][O:2][C:3]1[N:8]=[C:7]([C:9]2[CH:10]=[C:11]([CH:14]=[CH:15][CH:16]=2)[C:12]#[N:13])[CH:6]=[C:5]([NH:17][CH2:18][CH2:19][C:20]2[CH:25]=[CH:24][C:23]([O:26][CH3:27])=[CH:22][CH:21]=2)[N:4]=1.C[Si]([N:32]=[N+:33]=[N-:34])(C)C.C([Sn](=O)CCCC)CCC. (2) Given the product [Br:1][C:2]1[C:7]([I:8])=[CH:6][CH:5]=[CH:4][C:3]=1[O:9][CH:22]1[CH2:27][CH2:26][CH2:25][CH2:24][CH2:23]1, predict the reactants needed to synthesize it. The reactants are: [Br:1][C:2]1[C:7]([I:8])=[CH:6][CH:5]=[CH:4][C:3]=1[OH:9].CN(C=O)C.C([O-])([O-])=O.[K+].[K+].Br[CH:22]1[CH2:27][CH2:26][CH2:25][CH2:24][CH2:23]1. (3) Given the product [OH:1][C:2]1[CH:3]=[C:4]([C@@H:9]([CH3:13])[C:10]([OH:12])=[O:11])[CH:5]=[C:6]2[C:7]=1[C@@H:18]1[CH2:19][C:14]([CH3:24])=[CH:15][CH2:16][C@H:17]1[C:20]([CH3:22])([CH3:21])[O:8]2, predict the reactants needed to synthesize it. The reactants are: [OH:1][C:2]1[CH:3]=[C:4]([C@@H:9]([CH3:13])[C:10]([OH:12])=[O:11])[CH:5]=[C:6]([OH:8])[CH:7]=1.[C:14]1([CH3:24])[CH2:19][CH2:18][C:17]([CH:20]([CH3:22])[CH3:21])=[C:16](O)[CH:15]=1.CCCCCC. (4) Given the product [Br:1][C:2]1[CH:3]=[C:4]2[NH:15][C:9](=[O:10])[C:8]([CH3:14])([CH3:13])[C:5]2=[N:6][CH:7]=1, predict the reactants needed to synthesize it. The reactants are: [Br:1][C:2]1[CH:3]=[C:4]([N+:15]([O-])=O)[C:5]([C:8]([CH3:14])([CH3:13])[C:9](OC)=[O:10])=[N:6][CH:7]=1.C(O)(=O)C. (5) Given the product [C:9]([O:13][C:14]([N:16]1[CH2:21][CH2:20][C:19]([C:27]#[N:28])([NH:1][C:2]2[CH:7]=[CH:6][C:5]([CH3:8])=[CH:4][CH:3]=2)[CH2:18][CH2:17]1)=[O:15])([CH3:12])([CH3:11])[CH3:10], predict the reactants needed to synthesize it. The reactants are: [NH2:1][C:2]1[CH:7]=[CH:6][C:5]([CH3:8])=[CH:4][CH:3]=1.[C:9]([O:13][C:14]([N:16]1[CH2:21][CH2:20][C:19](=O)[CH2:18][CH2:17]1)=[O:15])([CH3:12])([CH3:11])[CH3:10].C[Si]([C:27]#[N:28])(C)C. (6) Given the product [Br:1][C:2]1[CH:3]=[N:4][C:5]2[N:6]([CH:8]=[C:9]([C:11]3[CH:16]=[C:15]([CH:14]=[CH:13][C:12]=3[Cl:20])[NH2:17])[N:10]=2)[CH:7]=1, predict the reactants needed to synthesize it. The reactants are: [Br:1][C:2]1[CH:3]=[N:4][C:5]2[N:6]([CH:8]=[C:9]([C:11]3[CH:16]=[C:15]([N+:17]([O-])=O)[CH:14]=[CH:13][C:12]=3[Cl:20])[N:10]=2)[CH:7]=1.O.O.Cl[Sn]Cl. (7) The reactants are: [F:1][C:2]1[CH:23]=[CH:22][CH:21]=[C:20]([F:24])[C:3]=1[CH2:4][O:5][C:6]1[N:11]2[N:12]=[C:13]([CH3:18])[C:14]([C:15](O)=[O:16])=[C:10]2[CH:9]=[C:8]([CH3:19])[CH:7]=1.CN(C(ON1N=NC2C=CC=NC1=2)=[N+](C)C)C.F[P-](F)(F)(F)(F)F.C(N(CC)C(C)C)(C)C.Cl.[F:59][C:60]([F:69])([F:68])[CH:61]1[CH2:66][CH:65]([NH2:67])[CH2:64][CH2:63][NH:62]1. Given the product [F:24][C:20]1[CH:21]=[CH:22][CH:23]=[C:2]([F:1])[C:3]=1[CH2:4][O:5][C:6]1[N:11]2[N:12]=[C:13]([CH3:18])[C:14]([C:15]([NH:67][CH:65]3[CH2:64][CH2:63][NH:62][CH:61]([C:60]([F:69])([F:59])[F:68])[CH2:66]3)=[O:16])=[C:10]2[CH:9]=[C:8]([CH3:19])[CH:7]=1, predict the reactants needed to synthesize it. (8) Given the product [CH3:1][N:2]1[CH:6]=[C:5]([C:7]2[CH:12]=[CH:11][C:10]3[N:13]([C:14]4[S:18][C:17]([C:19]([O:21][CH3:22])=[O:20])=[C:16]([O:23][CH2:24][C:25]5[CH:30]=[CH:29][CH:28]=[CH:27][CH:26]=5)[CH:15]=4)[CH:34]=[N:31][C:9]=3[CH:8]=2)[CH:4]=[N:3]1, predict the reactants needed to synthesize it. The reactants are: [CH3:1][N:2]1[CH:6]=[C:5]([C:7]2[CH:12]=[CH:11][C:10]([NH:13][C:14]3[S:18][C:17]([C:19]([O:21][CH3:22])=[O:20])=[C:16]([O:23][CH2:24][C:25]4[CH:30]=[CH:29][CH:28]=[CH:27][CH:26]=4)[CH:15]=3)=[C:9]([N+:31]([O-])=O)[CH:8]=2)[CH:4]=[N:3]1.[CH3:34]OC(OC)OC.C(O)=O.